From a dataset of Forward reaction prediction with 1.9M reactions from USPTO patents (1976-2016). Predict the product of the given reaction. The product is: [C:4]([O:3][C:1]([N:8]1[CH2:9][CH2:10][N:11]([C:15]2[N:16]=[C:17]3[C:22](=[N:23][CH:24]=2)[N:21]=[CH:20][N:19]([CH3:25])[C:18]3=[O:26])[CH2:12][CH2:13]1)=[O:2])([CH3:7])([CH3:6])[CH3:5]. Given the reactants [C:1]([N:8]1[CH2:13][CH2:12][NH:11][CH2:10][CH2:9]1)([O:3][C:4]([CH3:7])([CH3:6])[CH3:5])=[O:2].Br[C:15]1[N:16]=[C:17]2[C:22](=[N:23][CH:24]=1)[N:21]=[CH:20][N:19]([CH3:25])[C:18]2=[O:26], predict the reaction product.